This data is from Reaction yield outcomes from USPTO patents with 853,638 reactions. The task is: Predict the reaction yield, written as a fraction of the theoretical maximum amount of product (1.0 means a 100% yield; for example, 0.34 means a 34% yield). (1) The reactants are [NH2:1][C:2]1[CH:7]=[CH:6][C:5]([CH2:8][C:9]([O:11][CH3:12])=[O:10])=[CH:4][C:3]=1[Br:13].[CH3:14][C:15]1[CH:20]=[CH:19][CH:18]=[CH:17][C:16]=1[N:21]=[C:22]=[O:23].CCN(CC)CC. The catalyst is C1COCC1. The product is [Br:13][C:3]1[CH:4]=[C:5]([CH2:8][C:9]([O:11][CH3:12])=[O:10])[CH:6]=[CH:7][C:2]=1[NH:1][C:22]([NH:21][C:16]1[CH:17]=[CH:18][CH:19]=[CH:20][C:15]=1[CH3:14])=[O:23]. The yield is 0.720. (2) The reactants are [CH2:1]([O:3][C:4]([C:6]1([C@H:9]2[CH2:13][N:12]([C@H:14]([C:16]3[CH:21]=[CH:20][CH:19]=[CH:18][CH:17]=3)[CH3:15])[C:11](=O)[C@H:10]2[F:23])[CH2:8][CH2:7]1)=[O:5])[CH3:2].COC1C=CC(P2(SP(C3C=CC(OC)=CC=3)(=S)S2)=[S:33])=CC=1. The catalyst is C1(C)C=CC=CC=1. The product is [CH2:1]([O:3][C:4]([C:6]1([C@H:9]2[CH2:13][N:12]([C@H:14]([C:16]3[CH:21]=[CH:20][CH:19]=[CH:18][CH:17]=3)[CH3:15])[C:11](=[S:33])[C@H:10]2[F:23])[CH2:8][CH2:7]1)=[O:5])[CH3:2]. The yield is 0.901. (3) The reactants are [CH3:1][O:2][C:3]([C:5]1([C:8]2[CH:13]=[C:12](I)[C:11]([O:15][CH2:16][C:17]([CH3:19])=[CH2:18])=[C:10](I)[CH:9]=2)[CH2:7][CH2:6]1)=[O:4].CCCC[SnH](CCCC)CCCC.CC(N=NC(C#N)(C)C)(C#N)C. The catalyst is C1(C)C=CC=CC=1. The product is [CH3:1][O:2][C:3]([C:5]1([C:8]2[CH:13]=[CH:12][C:11]3[O:15][CH2:16][C:17]([CH3:19])([CH3:18])[C:10]=3[CH:9]=2)[CH2:7][CH2:6]1)=[O:4]. The yield is 0.620. (4) The reactants are [Cl:1][C:2]1[NH:7][C:6](=[O:8])[N:5]([CH:9]([CH3:11])[CH3:10])[C:4](=[O:12])[C:3]=1[CH2:13][C:14](=O)[C:15]1[CH:20]=[CH:19][CH:18]=[CH:17][CH:16]=1.C([O-])(=O)C.[NH4+].C([BH3-])#[N:28].[Na+]. The catalyst is CCO. The product is [NH2:28][CH:14]([C:15]1[CH:20]=[CH:19][CH:18]=[CH:17][CH:16]=1)[CH2:13][C:3]1[C:4](=[O:12])[N:5]([CH:9]([CH3:11])[CH3:10])[C:6](=[O:8])[NH:7][C:2]=1[Cl:1]. The yield is 0.720. (5) The reactants are [OH-].[Na+].C([O:5][C:6]([C:8]1([NH:14][C:15]([N:17]2[CH2:22][CH2:21][N:20]([CH2:23][C:24]3[CH:29]=[CH:28][CH:27]=[CH:26][CH:25]=3)[CH2:19][CH2:18]2)=[O:16])[CH2:13][CH2:12][CH2:11][CH2:10][CH2:9]1)=[O:7])C.CCOCC. The catalyst is C(O)C. The product is [C:24]1([CH2:23][N:20]2[CH2:19][CH2:18][N:17]([C:15]([NH:14][C:8]3([C:6]([OH:7])=[O:5])[CH2:13][CH2:12][CH2:11][CH2:10][CH2:9]3)=[O:16])[CH2:22][CH2:21]2)[CH:25]=[CH:26][CH:27]=[CH:28][CH:29]=1. The yield is 0.420. (6) The product is [CH2:25]([O:24][C:22](=[O:23])[C:21](=[O:27])[CH2:1][C:2]([C:4]1[CH:9]=[CH:8][C:7]([Cl:10])=[CH:6][CH:5]=1)=[O:3])[CH3:26]. The yield is 0.870. The catalyst is CCOCC. The reactants are [CH3:1][C:2]([C:4]1[CH:9]=[CH:8][C:7]([Cl:10])=[CH:6][CH:5]=1)=[O:3].C[Si]([N-][Si](C)(C)C)(C)C.[Li+].[C:21](OCC)(=[O:27])[C:22]([O:24][CH2:25][CH3:26])=[O:23].